Task: Predict the reactants needed to synthesize the given product.. Dataset: Full USPTO retrosynthesis dataset with 1.9M reactions from patents (1976-2016) (1) Given the product [F:4][C:2]([C:5]1[CH:6]=[C:7]([CH:27]=[CH:28][CH:29]=1)[O:8][C:9]1[CH:10]=[CH:11][C:12]([CH:15]2[C:20]3=[N:21][S:22](=[O:26])(=[O:25])[CH2:23][CH2:24][N:19]3[CH2:18][CH2:17][CH2:16]2)=[CH:13][CH:14]=1)([F:1])[CH3:3], predict the reactants needed to synthesize it. The reactants are: [F:1][C:2]([C:5]1[CH:6]=[C:7]([CH:27]=[CH:28][CH:29]=1)[O:8][C:9]1[CH:14]=[CH:13][C:12]([C:15]2[C:20]3=[N:21][S:22](=[O:26])(=[O:25])[CH2:23][CH2:24][N:19]3[CH:18]=[CH:17][CH:16]=2)=[CH:11][CH:10]=1)([F:4])[CH3:3]. (2) The reactants are: [CH3:1][O:2][CH2:3][CH2:4][NH:5][C:6]1[CH:14]=[CH:13][C:12]([C:15]([F:18])([F:17])[F:16])=[CH:11][C:7]=1[C:8]([OH:10])=O.Cl.[CH2:20]([C:22]([NH2:27])([CH2:25][CH3:26])[C:23]#[CH:24])[CH3:21].C1C=CC2N(O)N=NC=2C=1.CCN=C=NCCCN(C)C.CCN(C(C)C)C(C)C. Given the product [CH2:23]([C:22]([NH:27][C:8](=[O:10])[C:7]1[CH:11]=[C:12]([C:15]([F:18])([F:17])[F:16])[CH:13]=[CH:14][C:6]=1[NH:5][CH2:4][CH2:3][O:2][CH3:1])([CH2:25][CH3:26])[C:20]#[CH:21])[CH3:24], predict the reactants needed to synthesize it. (3) Given the product [Br:1][C:2]1[S:6][C:5]([CH:7]=[CH:12][N+:9]([O-:11])=[O:10])=[CH:4][CH:3]=1, predict the reactants needed to synthesize it. The reactants are: [Br:1][C:2]1[S:6][C:5]([CH:7]=O)=[CH:4][CH:3]=1.[N+:9]([CH3:12])([O-:11])=[O:10].[OH-].[Na+]. (4) The reactants are: C1(C)C(C)=C[CH:4]=[CH:5][CH:6]=1.[C:9]1([P:15]([C:22]2[CH:27]=[CH:26][CH:25]=[CH:24][CH:23]=2)[C:16]2[CH:21]=[CH:20][CH:19]=[CH:18][CH:17]=2)[CH:14]=[CH:13][CH:12]=[CH:11][CH:10]=1.[N:28]([C:36]([O:38][CH:39]([CH3:41])[CH3:40])=[O:37])=[N:29]C(OC(C)C)=[O:31].N(C([O-])=O)=N[C:44]([O-:46])=[O:45]. Given the product [C:22]1([P:15](=[O:31])([C:9]2[CH:10]=[CH:11][CH:12]=[CH:13][CH:14]=2)[C:16]2[CH:21]=[CH:20][CH:19]=[CH:18][CH:17]=2)[CH:23]=[CH:24][CH:25]=[CH:26][CH:27]=1.[N:28]([C:44]([O:46][CH:5]([CH3:4])[CH3:6])=[O:45])([C:36]([O:38][CH:39]([CH3:40])[CH3:41])=[O:37])[NH2:29], predict the reactants needed to synthesize it. (5) Given the product [C:23]([O:22][C:20]([N:18]1[CH2:19][CH:16]([S:13]([C:10]2[CH:11]=[CH:12][C:7]([B:27]3[O:31][C:30]([CH3:33])([CH3:32])[C:29]([CH3:35])([CH3:34])[O:28]3)=[CH:8][CH:9]=2)(=[O:15])=[O:14])[CH2:17]1)=[O:21])([CH3:26])([CH3:25])[CH3:24], predict the reactants needed to synthesize it. The reactants are: C([O-])(=O)C.[K+].Br[C:7]1[CH:12]=[CH:11][C:10]([S:13]([CH:16]2[CH2:19][N:18]([C:20]([O:22][C:23]([CH3:26])([CH3:25])[CH3:24])=[O:21])[CH2:17]2)(=[O:15])=[O:14])=[CH:9][CH:8]=1.[B:27]1([B:27]2[O:31][C:30]([CH3:33])([CH3:32])[C:29]([CH3:35])([CH3:34])[O:28]2)[O:31][C:30]([CH3:33])([CH3:32])[C:29]([CH3:35])([CH3:34])[O:28]1. (6) Given the product [CH2:20]([O:19][C:7]1[CH:6]=[C:5]([N:1]([CH3:4])[CH2:2][CH2:3][CH3:27])[N:10]=[N:9][C:8]=1[O:11][CH2:12][C:13]1[CH:18]=[CH:17][CH:16]=[CH:15][CH:14]=1)[C:21]1[CH:22]=[CH:23][CH:24]=[CH:25][CH:26]=1, predict the reactants needed to synthesize it. The reactants are: [N:1]1([C:5]2[N:10]=[N:9][C:8]([O:11][CH2:12][C:13]3[CH:18]=[CH:17][CH:16]=[CH:15][CH:14]=3)=[C:7]([O:19][CH2:20][C:21]3[CH:26]=[CH:25][CH:24]=[CH:23][CH:22]=3)[CH:6]=2)[CH2:4][CH2:3][CH2:2]1.[CH2:27](OC1N=NC(Cl)=CC=1OCC1C=CC=CC=1)C1C=CC=CC=1.C(OC1N=NC(C#CC(C)C)=CC=1OCC1C=CC=CC=1)C1C=CC=CC=1.CNCCC.